The task is: Predict which catalyst facilitates the given reaction.. This data is from Catalyst prediction with 721,799 reactions and 888 catalyst types from USPTO. Reactant: [CH3:1][C:2]1[N:11]=[CH:10][C:9]2[C:4](=[CH:5][CH:6]=[C:7]([N+:12]([O-])=O)[CH:8]=2)[N:3]=1. Product: [CH3:1][C:2]1[N:11]=[CH:10][C:9]2[C:4](=[CH:5][CH:6]=[C:7]([NH2:12])[CH:8]=2)[N:3]=1. The catalyst class is: 19.